Predict the product of the given reaction. From a dataset of Forward reaction prediction with 1.9M reactions from USPTO patents (1976-2016). (1) Given the reactants C(OC([N:8]1[CH2:20][C@@H:19]([CH3:21])[N:18]2[C@H:10]([CH2:11][C:12]3[C:17]2=[N:16][C:15]([Cl:22])=[C:14]([O:23][CH2:24][CH3:25])[CH:13]=3)[CH2:9]1)=O)(C)(C)C.FC(F)(F)C(O)=O, predict the reaction product. The product is: [Cl:22][C:15]1[N:16]=[C:17]2[C:12](=[CH:13][C:14]=1[O:23][CH2:24][CH3:25])[CH2:11][C@H:10]1[N:18]2[C@H:19]([CH3:21])[CH2:20][NH:8][CH2:9]1. (2) Given the reactants [F:1][C:2]([F:14])([F:13])[C:3]1[CH:4]=[C:5]([CH2:9][CH:10]([OH:12])[CH3:11])[CH:6]=[CH:7][CH:8]=1.C(OC=C)(=O)C, predict the reaction product. The product is: [F:1][C:2]([F:13])([F:14])[C:3]1[CH:4]=[C:5]([CH2:9][C@@H:10]([OH:12])[CH3:11])[CH:6]=[CH:7][CH:8]=1.